This data is from Full USPTO retrosynthesis dataset with 1.9M reactions from patents (1976-2016). The task is: Predict the reactants needed to synthesize the given product. (1) Given the product [CH3:19][O:18][C:11]1[C:12]([O:16][CH3:17])=[C:13]([O:14][CH3:15])[C:7]2[S:6][C:5]([CH2:4][CH2:3][CH2:2][N:20]3[CH2:26][CH2:25][CH2:24][N:23]([CH2:2][CH2:3][CH2:4][C:5]4[S:6][C:7]5[C:13]([O:14][CH3:15])=[C:12]([O:16][CH3:17])[C:11]([O:18][CH3:19])=[CH:10][C:8]=5[N:9]=4)[CH2:22][CH2:21]3)=[N:9][C:8]=2[CH:10]=1, predict the reactants needed to synthesize it. The reactants are: Br[CH2:2][CH2:3][CH2:4][C:5]1[S:6][C:7]2[C:13]([O:14][CH3:15])=[C:12]([O:16][CH3:17])[C:11]([O:18][CH3:19])=[CH:10][C:8]=2[N:9]=1.[NH:20]1[CH2:26][CH2:25][CH2:24][NH:23][CH2:22][CH2:21]1. (2) Given the product [CH3:14][C:15]1[S:16][C:17]2[CH:23]=[CH:22][C:21]([O:24][CH2:25][C@H:26]([OH:37])[CH2:27][N:28]3[CH2:33][CH2:32][N:31]([CH2:34][CH:35]4[O:1][N:2]=[C:3]([C:4]5[CH:9]=[CH:8][C:7]([CH3:10])=[CH:6][CH:5]=5)[CH2:36]4)[CH2:30][CH2:29]3)=[CH:20][C:18]=2[N:19]=1, predict the reactants needed to synthesize it. The reactants are: [OH:1][N:2]=[CH:3][C:4]1[CH:9]=[CH:8][C:7]([CH3:10])=[CH:6][CH:5]=1.Cl[O-].[Na+].[CH3:14][C:15]1[S:16][C:17]2[CH:23]=[CH:22][C:21]([O:24][CH2:25][CH:26]([OH:37])[CH2:27][N:28]3[CH2:33][CH2:32][N:31]([CH2:34][CH:35]=[CH2:36])[CH2:30][CH2:29]3)=[CH:20][C:18]=2[N:19]=1.C(N(CC)CC)C. (3) Given the product [O:50]1[C:55]2[CH:56]=[CH:57][C:58]([C:60]3[CH:61]=[C:62]([NH:66][C:23]([C:18]4[C:19](=[O:22])[O:20][C:21]5[C:16]([CH:17]=4)=[CH:15][CH:14]=[CH:13][C:12]=5[O:11][CH3:10])=[O:25])[CH:63]=[CH:64][CH:65]=3)=[CH:59][C:54]=2[O:53][CH2:52][CH2:51]1, predict the reactants needed to synthesize it. The reactants are: CCN(C(C)C)C(C)C.[CH3:10][O:11][C:12]1[CH:13]=[CH:14][CH:15]=[C:16]2[C:21]=1[O:20][C:19](=[O:22])[C:18]([C:23]([OH:25])=O)=[CH:17]2.CN(C(ON1N=NC2C=CC=NC1=2)=[N+](C)C)C.F[P-](F)(F)(F)(F)F.[O:50]1[C:55]2[CH:56]=[CH:57][C:58]([C:60]3[CH:61]=[C:62]([NH2:66])[CH:63]=[CH:64][CH:65]=3)=[CH:59][C:54]=2[O:53][CH2:52][CH2:51]1.